Predict the reactants needed to synthesize the given product. From a dataset of Full USPTO retrosynthesis dataset with 1.9M reactions from patents (1976-2016). Given the product [O:1]1[CH:5]=[CH:4][CH:3]=[C:2]1[C:6]1[N:27]([CH2:26][CH2:25][C:20]2[CH:21]=[CH:22][CH:23]=[CH:24][C:19]=2[O:18][CH3:17])[C:8](=[O:16])[C:9]2[C:10](=[CH:12][CH:13]=[CH:14][CH:15]=2)[N:11]=1, predict the reactants needed to synthesize it. The reactants are: [O:1]1[CH:5]=[CH:4][CH:3]=[C:2]1[C:6]1O[C:8](=[O:16])[C:9]2[CH:15]=[CH:14][CH:13]=[CH:12][C:10]=2[N:11]=1.[CH3:17][O:18][C:19]1[CH:24]=[CH:23][CH:22]=[CH:21][C:20]=1[CH2:25][CH2:26][NH2:27].